This data is from Forward reaction prediction with 1.9M reactions from USPTO patents (1976-2016). The task is: Predict the product of the given reaction. Given the reactants [CH2:1]([O:8][C:9]1[CH:10]=[CH:11][C:12]([O:17][CH3:18])=[C:13]([CH:16]=1)[CH:14]=[O:15])[C:2]1[CH:7]=[CH:6][CH:5]=[CH:4][CH:3]=1.[OH-].[K+].OO.[OH:23]S(O)(=O)=O, predict the reaction product. The product is: [CH2:1]([O:8][C:9]1[CH:10]=[CH:11][C:12]([O:17][CH3:18])=[C:13]([CH:16]=1)[C:14]([OH:23])=[O:15])[C:2]1[CH:3]=[CH:4][CH:5]=[CH:6][CH:7]=1.